From a dataset of Reaction yield outcomes from USPTO patents with 853,638 reactions. Predict the reaction yield, written as a fraction of the theoretical maximum amount of product (1.0 means a 100% yield; for example, 0.34 means a 34% yield). (1) The reactants are CN(C=O)C.[Cl:6][C:7]1[N:12]=[CH:11][N:10]=[C:9]([C:13]([OH:15])=O)[CH:8]=1.C(Cl)(C([Cl:20])=O)=O. The catalyst is C(Cl)Cl. The product is [Cl:6][C:7]1[N:12]=[CH:11][N:10]=[C:9]([C:13]([Cl:20])=[O:15])[CH:8]=1. The yield is 0.977. (2) The yield is 0.540. The reactants are [N+:1]([C:4]1[CH:5]=[C:6]2[C:11](=[O:12])[O:10][C:8](=O)[C:7]2=[CH:13][CH:14]=1)([O-:3])=[O:2].Cl.[NH2:16][CH:17]1[CH2:23][CH2:22][C:21](=[O:24])[NH:20][C:18]1=[O:19].C([O-])(=O)C.[Na+]. The catalyst is C(O)(=O)C. The product is [O:10]=[C:8]1[C:7]2[C:6](=[CH:5][C:4]([N+:1]([O-:3])=[O:2])=[CH:14][CH:13]=2)[C:11](=[O:12])[N:16]1[CH:17]1[CH2:23][CH2:22][C:21](=[O:24])[NH:20][C:18]1=[O:19]. (3) The yield is 0.820. The reactants are FC(F)(F)C([NH:5][C:6]1[CH:11]=[CH:10][C:9]([CH2:12][CH2:13][C:14]([C:16]2[CH:21]=[CH:20][C:19]([N:22]3[CH2:27][CH2:26][N:25]([S:28]([CH3:31])(=[O:30])=[O:29])[CH2:24][CH2:23]3)=[CH:18][CH:17]=2)=[O:15])=[CH:8][CH:7]=1)=O.C(=O)([O-])[O-].[K+].[K+].CO. The catalyst is O. The product is [NH2:5][C:6]1[CH:7]=[CH:8][C:9]([CH2:12][CH2:13][C:14]([C:16]2[CH:17]=[CH:18][C:19]([N:22]3[CH2:27][CH2:26][N:25]([S:28]([CH3:31])(=[O:30])=[O:29])[CH2:24][CH2:23]3)=[CH:20][CH:21]=2)=[O:15])=[CH:10][CH:11]=1. (4) The reactants are C([O:8][C:9](=[O:29])[C@@H:10]([NH:14][C:15](=[O:28])[CH2:16][C:17]1[CH:22]=[CH:21][CH:20]=[C:19]([O:23][C:24]([F:27])([F:26])[F:25])[CH:18]=1)[CH:11]([CH3:13])[CH3:12])C1C=CC=CC=1. The catalyst is C1COCC1.[Pd]. The product is [CH3:12][CH:11]([CH3:13])[C@H:10]([NH:14][C:15](=[O:28])[CH2:16][C:17]1[CH:22]=[CH:21][CH:20]=[C:19]([O:23][C:24]([F:25])([F:26])[F:27])[CH:18]=1)[C:9]([OH:29])=[O:8]. The yield is 0.972. (5) The reactants are [NH:1]1[C:5]([C:6]2[CH:7]=[C:8]([CH:10]=[CH:11][CH:12]=2)[NH2:9])=[N:4][N:3]=[N:2]1.[Br:13][C:14]1[CH:15]=[C:16]([CH:20]=[C:21]([OH:23])[CH:22]=1)[C:17](O)=[O:18]. No catalyst specified. The product is [Br:13][C:14]1[CH:15]=[C:16]([CH:20]=[C:21]([OH:23])[CH:22]=1)[C:17]([NH:9][C:8]1[CH:10]=[CH:11][CH:12]=[C:6]([C:5]2[NH:1][N:2]=[N:3][N:4]=2)[CH:7]=1)=[O:18]. The yield is 0.220. (6) The reactants are [OH:1][CH2:2][CH2:3][N:4]1[C:12]2[C:7](=[CH:8][C:9]([N+:13]([O-])=O)=[CH:10][CH:11]=2)[CH:6]=[C:5]1[C:16]([CH3:21])([CH3:20])[CH2:17][CH2:18][OH:19]. The catalyst is [Ni].CO. The product is [NH2:13][C:9]1[CH:8]=[C:7]2[C:12](=[CH:11][CH:10]=1)[N:4]([CH2:3][CH2:2][OH:1])[C:5]([C:16]([CH3:21])([CH3:20])[CH2:17][CH2:18][OH:19])=[CH:6]2. The yield is 0.260. (7) The reactants are Br[CH2:2][C:3]1[C:8]([C:9]([O:11][C:12]([CH3:15])([CH3:14])[CH3:13])=[O:10])=[C:7]([O:16][C:17]([O:19][C:20]([CH3:23])([CH3:22])[CH3:21])=[O:18])[C:6]([C:24]([F:27])([F:26])[F:25])=[CH:5][CH:4]=1.[CH:28]([C:30]1[CH:35]=[C:34]([CH2:36][C:37]([O:39][CH3:40])=[O:38])[CH:33]=[CH:32][C:31]=1[C:41]1[CH:46]=[CH:45][C:44]([OH:47])=[CH:43][CH:42]=1)=[O:29]. No catalyst specified. The product is [C:20]([O:19][C:17]([O:16][C:7]1[C:6]([C:24]([F:25])([F:26])[F:27])=[CH:5][CH:4]=[C:3]([CH2:2][O:47][C:44]2[CH:43]=[CH:42][C:41]([C:31]3[CH:32]=[CH:33][C:34]([CH2:36][C:37]([O:39][CH3:40])=[O:38])=[CH:35][C:30]=3[CH:28]=[O:29])=[CH:46][CH:45]=2)[C:8]=1[C:9]([O:11][C:12]([CH3:15])([CH3:14])[CH3:13])=[O:10])=[O:18])([CH3:21])([CH3:22])[CH3:23]. The yield is 0.610. (8) The reactants are C(OC([N:8]1[C:13]2[CH:14]=[C:15]([Cl:20])[C:16]([O:18][CH3:19])=[CH:17][C:12]=2[O:11][CH:10]([C:21](=[O:39])[NH:22][CH2:23][C:24]2([OH:38])[CH2:29][CH2:28][N:27]([CH2:30][C:31]3[CH:36]=[CH:35][C:34]([F:37])=[CH:33][CH:32]=3)[CH2:26][CH2:25]2)[CH2:9]1)=O)(C)(C)C.FC(F)(F)C(O)=O. The catalyst is C(Cl)Cl. The product is [F:37][C:34]1[CH:33]=[CH:32][C:31]([CH2:30][N:27]2[CH2:28][CH2:29][C:24]([CH2:23][NH:22][C:21]([CH:10]3[CH2:9][NH:8][C:13]4[CH:14]=[C:15]([Cl:20])[C:16]([O:18][CH3:19])=[CH:17][C:12]=4[O:11]3)=[O:39])([OH:38])[CH2:25][CH2:26]2)=[CH:36][CH:35]=1. The yield is 0.811.